This data is from Forward reaction prediction with 1.9M reactions from USPTO patents (1976-2016). The task is: Predict the product of the given reaction. (1) The product is: [NH2:2][C:1]1[N:25]([C:21]2[CH:22]=[CH:23][CH:24]=[C:19]([N+:16]([O-:18])=[O:17])[CH:20]=2)[N:26]=[C:9]([CH2:10][CH3:11])[C:3]=1[C:4]([O:6][CH2:7][CH3:8])=[O:5]. Given the reactants [C:1]([C:3](=[C:9](OCC)[CH2:10][CH3:11])[C:4]([O:6][CH2:7][CH3:8])=[O:5])#[N:2].Cl.[N+:16]([C:19]1[CH:20]=[C:21]([NH:25][NH2:26])[CH:22]=[CH:23][CH:24]=1)([O-:18])=[O:17].C(N(CC)CC)C, predict the reaction product. (2) Given the reactants [Cl:1][C:2]1[N:3]=[N:4][C:5](Cl)=[CH:6][C:7]=1[Si:8]([CH3:11])([CH3:10])[CH3:9].[NH2:13][NH2:14].C(N(C(C)C)CC)(C)C, predict the reaction product. The product is: [Cl:1][C:2]1[N:3]=[N:4][C:5]([NH:13][NH2:14])=[CH:6][C:7]=1[Si:8]([CH3:11])([CH3:10])[CH3:9].